From a dataset of Catalyst prediction with 721,799 reactions and 888 catalyst types from USPTO. Predict which catalyst facilitates the given reaction. (1) Product: [CH3:26][C:25]([CH3:28])([CH3:27])[CH2:29][C:30]([NH:1][CH2:2][C:3]([NH:6][C:7](=[O:24])[C:8]([NH2:10])=[O:9])([CH3:5])[CH3:4])=[O:32]. Reactant: [NH2:1][CH2:2][C:3]([NH:6][C:7](=[O:24])[C:8]([NH:10]C1C=CC(C2OC=NC=2)=C(OC)C=1)=[O:9])([CH3:5])[CH3:4].[C:25]([CH2:29][C:30]([OH:32])=O)([CH3:28])([CH3:27])[CH3:26].Cl.CN(C)CCCN=C=NCC.C1C=NC2N(O)N=NC=2C=1. The catalyst class is: 204. (2) The catalyst class is: 9. Product: [N:1]12[CH2:8][C@@H:5]([CH2:6][CH2:7]1)[N:4]([C:24]([C:22]1[S:23][C:19]([C:16]3[CH:17]=[CH:18][C:13]([C:11]([N:10]([CH3:27])[CH3:9])=[O:12])=[CH:14][CH:15]=3)=[CH:20][CH:21]=1)=[O:25])[CH2:3][CH2:2]2. Reactant: [N:1]12[CH2:8][C@@H:5]([CH2:6][CH2:7]1)[NH:4][CH2:3][CH2:2]2.[CH3:9][N:10]([CH3:27])[C:11]([C:13]1[CH:18]=[CH:17][C:16]([C:19]2[S:23][C:22]([C:24]([O-])=[O:25])=[CH:21][CH:20]=2)=[CH:15][CH:14]=1)=[O:12].[Li+].F[B-](F)(F)F.N1(OC(N(C)C)=[N+](C)C)C2C=CC=CC=2N=N1.ON1C2C=CC=CC=2N=N1.C(N(C(C)C)CC)(C)C.[OH-].[Na+]. (3) Reactant: [Br:1][C:2]1[C:11]2[C:6](=[CH:7][CH:8]=[CH:9][CH:10]=2)[C:5](=[O:12])[NH:4][N:3]=1.[H-].[Na+].[CH2:15](Br)[C:16]1[CH:21]=[CH:20][CH:19]=[CH:18][CH:17]=1. Product: [CH2:15]([N:4]1[N:3]=[C:2]([Br:1])[C:11]2[C:6](=[CH:7][CH:8]=[CH:9][CH:10]=2)[C:5]1=[O:12])[C:16]1[CH:21]=[CH:20][CH:19]=[CH:18][CH:17]=1. The catalyst class is: 9.